This data is from Forward reaction prediction with 1.9M reactions from USPTO patents (1976-2016). The task is: Predict the product of the given reaction. (1) Given the reactants [NH2:1][OH:2].C(N(CC)CC)C.[C:10]([O:14][C:15]([O:17]C([O-])=O)=O)([CH3:13])([CH3:12])[CH3:11], predict the reaction product. The product is: [C:15]([NH:1][OH:2])([O:14][C:10]([CH3:13])([CH3:12])[CH3:11])=[O:17]. (2) Given the reactants [CH2:1]([N:3]1[C:12]2[C:7](=[CH:8][C:9]([CH3:27])=[C:10]([C:13]3[CH:18]=[C:17]([CH:19]=C)[CH:16]=[CH:15][C:14]=3[O:21][CH2:22][C:23]([F:26])([F:25])[F:24])[CH:11]=2)[C:6]([CH3:29])([CH3:28])[CH2:5][C:4]1=[O:30])[CH3:2].CSC.B.[OH-:35].[Na+].OO, predict the reaction product. The product is: [CH2:1]([N:3]1[C:12]2[C:7](=[CH:8][C:9]([CH3:27])=[C:10]([C:13]3[CH:18]=[C:17]([CH2:19][OH:35])[CH:16]=[CH:15][C:14]=3[O:21][CH2:22][C:23]([F:24])([F:25])[F:26])[CH:11]=2)[C:6]([CH3:28])([CH3:29])[CH2:5][C:4]1=[O:30])[CH3:2]. (3) Given the reactants [C:1]([O:6][CH2:7][CH:8]1[O:12][N:11]=[C:10]([C:13]2[CH:18]=[CH:17][C:16]([Br:19])=[CH:15][N:14]=2)[CH2:9]1)(=[O:5])[CH2:2][CH2:3][CH3:4].P([O-])([O-])([O-])=O.[K+].[K+].[K+], predict the reaction product. The product is: [C:1]([O:6][CH2:7][C@H:8]1[O:12][N:11]=[C:10]([C:13]2[CH:18]=[CH:17][C:16]([Br:19])=[CH:15][N:14]=2)[CH2:9]1)(=[O:5])[CH2:2][CH2:3][CH3:4]. (4) Given the reactants [SH:1][C:2]1[CH:3]=[C:4]([C:14]2[CH:19]=[CH:18][C:17]([C:20]3[CH:25]=[CH:24][C:23]([S:26](N(C)C)(=O)=O)=[C:22]([SH:32])[CH:21]=3)=[CH:16][CH:15]=2)[CH:5]=[CH:6][C:7]=1[S:8](N(C)C)(=O)=O.C1COCC1.[H-].[Al+3].[Li+].[H-].[H-].[H-].Cl, predict the reaction product. The product is: [SH:1][C:2]1[CH:3]=[C:4]([C:14]2[CH:15]=[CH:16][C:17]([C:20]3[CH:25]=[CH:24][C:23]([SH:26])=[C:22]([SH:32])[CH:21]=3)=[CH:18][CH:19]=2)[CH:5]=[CH:6][C:7]=1[SH:8]. (5) The product is: [Cl:27][C:28]1[CH:36]=[CH:35][C:34]2[N:33](/[CH:2]=[C:3](\[C:5]3[CH:10]=[CH:9][N:8]=[CH:7][CH:6]=3)/[CH3:4])[C:32]3[CH2:37][CH2:38][N:39]([CH3:41])[CH2:40][C:31]=3[C:30]=2[CH:29]=1. Given the reactants Br[CH:2]=[C:3]([C:5]1[CH:10]=[CH:9][N:8]=[CH:7][CH:6]=1)[CH3:4].P([O-])([O-])([O-])=O.[K+].[K+].[K+].N1CCC[C@H]1C(O)=O.[Cl:27][C:28]1[CH:36]=[CH:35][C:34]2[NH:33][C:32]3[CH2:37][CH2:38][N:39]([CH3:41])[CH2:40][C:31]=3[C:30]=2[CH:29]=1, predict the reaction product.